This data is from Full USPTO retrosynthesis dataset with 1.9M reactions from patents (1976-2016). The task is: Predict the reactants needed to synthesize the given product. (1) Given the product [NH2:1][C:2]1[N:7]=[C:6]([NH2:8])[N:5]=[C:4]([CH:9]=[CH:10][C:11]2[CH:18]=[CH:17][C:14]([CH:15]=[C:30]3[C:28](=[O:29])[NH:27][C:25](=[O:26])[NH:24][C:31]3=[O:32])=[CH:13][CH:12]=2)[N:3]=1, predict the reactants needed to synthesize it. The reactants are: [NH2:1][C:2]1[N:7]=[C:6]([NH2:8])[N:5]=[C:4]([CH:9]=[CH:10][C:11]2[CH:18]=[CH:17][C:14]([CH:15]=O)=[CH:13][CH:12]=2)[N:3]=1.S(=O)(=O)(O)O.[NH:24]1[C:31](=[O:32])[CH2:30][C:28](=[O:29])[NH:27][C:25]1=[O:26]. (2) Given the product [CH3:11][C:10]([O:9][C:7]([N:4]1[CH2:3][C@H:2]([OH:1])[CH2:6][CH2:5]1)=[O:8])([CH3:13])[CH3:12], predict the reactants needed to synthesize it. The reactants are: [OH:1][C@@H:2]1[CH2:6][CH2:5][NH:4][CH2:3]1.[C:7](O[C:7]([O:9][C:10]([CH3:13])([CH3:12])[CH3:11])=[O:8])([O:9][C:10]([CH3:13])([CH3:12])[CH3:11])=[O:8]. (3) Given the product [ClH:53].[NH2:42][CH2:41][C:40]1[CH:39]=[C:38]([C:22]2[CH:23]=[C:24]3[C:28](=[CH:29][C:21]=2[NH:20][C:18]([C:16]2[N:17]=[C:13]([C:11]4[CH:10]=[N:9][N:8]([CH2:1][C:2]5[CH:7]=[CH:6][CH:5]=[CH:4][CH:3]=5)[CH:12]=4)[S:14][CH:15]=2)=[O:19])[NH:27][N:26]=[CH:25]3)[CH:52]=[CH:51][CH:50]=1, predict the reactants needed to synthesize it. The reactants are: [CH2:1]([N:8]1[CH:12]=[C:11]([C:13]2[S:14][CH:15]=[C:16]([C:18]([NH:20][C:21]3[CH:29]=[C:28]4[C:24]([CH:25]=[N:26][N:27]4COCC[Si](C)(C)C)=[CH:23][C:22]=3[C:38]3[CH:39]=[C:40]([CH:50]=[CH:51][CH:52]=3)[CH2:41][NH:42]C(=O)OC(C)(C)C)=[O:19])[N:17]=2)[CH:10]=[N:9]1)[C:2]1[CH:7]=[CH:6][CH:5]=[CH:4][CH:3]=1.[ClH:53]. (4) The reactants are: [BH4-].[Li+].[Cl:3][C:4]1[N:9]=[C:8]([C:10](OC)=[O:11])[CH:7]=[C:6]([N:14]2[CH2:19][CH2:18][O:17][CH2:16][C@H:15]2[CH3:20])[N:5]=1.O. Given the product [Cl:3][C:4]1[N:9]=[C:8]([CH2:10][OH:11])[CH:7]=[C:6]([N:14]2[CH2:19][CH2:18][O:17][CH2:16][C@H:15]2[CH3:20])[N:5]=1, predict the reactants needed to synthesize it. (5) Given the product [Br:9][C:10]1[CH:22]=[C:21]2[C:13]([C:14]3[CH2:15][CH2:16][CH2:17][C:18](=[N:2][OH:3])[C:19]=3[N:20]2[CH3:23])=[CH:12][CH:11]=1, predict the reactants needed to synthesize it. The reactants are: Cl.[NH2:2][OH:3].C([O-])(=O)C.[Na+].[Br:9][C:10]1[CH:22]=[C:21]2[C:13]([C:14]3[CH2:15][CH2:16][CH2:17][C:18](=O)[C:19]=3[N:20]2[CH3:23])=[CH:12][CH:11]=1. (6) Given the product [Cl:1][C:2]1[N:3]([CH2:11][C:12]2([OH:10])[CH2:13][CH2:14][N:15]([C:18](=[O:33])[CH2:19][N:20]3[CH2:25][CH2:24][N:23]([C:26]([O:28][C:29]([CH3:31])([CH3:30])[CH3:32])=[O:27])[CH2:22][CH2:21]3)[CH2:16][CH2:17]2)[CH:4]=[C:5]([N+:7]([O-:9])=[O:8])[N:6]=1, predict the reactants needed to synthesize it. The reactants are: [Cl:1][C:2]1[NH:3][CH:4]=[C:5]([N+:7]([O-:9])=[O:8])[N:6]=1.[O:10]1[C:12]2([CH2:17][CH2:16][N:15]([C:18](=[O:33])[CH2:19][N:20]3[CH2:25][CH2:24][N:23]([C:26]([O:28][C:29]([CH3:32])([CH3:31])[CH3:30])=[O:27])[CH2:22][CH2:21]3)[CH2:14][CH2:13]2)[CH2:11]1.C(=O)([O-])O.[Na+].